Task: Predict the reactants needed to synthesize the given product.. Dataset: Full USPTO retrosynthesis dataset with 1.9M reactions from patents (1976-2016) (1) Given the product [CH2:1]([C:15]1[CH:33]=[CH:32][C:18]2[N:19]=[C:20]([N:22]3[CH2:27][CH2:26][CH2:25][CH2:24][C@H:23]3[C:28]([O:30][CH3:31])=[O:29])[O:21][C:17]=2[CH:16]=1)[CH:2]([CH3:4])[CH3:3], predict the reactants needed to synthesize it. The reactants are: [CH2:1](B(O)O)[CH:2]([CH3:4])[CH3:3].C(=O)([O-])[O-].[K+].[K+].Br[C:15]1[CH:33]=[CH:32][C:18]2[N:19]=[C:20]([N:22]3[CH2:27][CH2:26][CH2:25][CH2:24][C@H:23]3[C:28]([O:30][CH3:31])=[O:29])[O:21][C:17]=2[CH:16]=1.O1CCCC1. (2) Given the product [CH3:21][N:18]1[CH2:19][CH2:20][CH:15]([N:1]2[CH:5]=[C:4]([C:6]3[CH:11]=[C:10]([C:12]#[N:13])[CH:9]=[CH:8][N:7]=3)[N:3]=[CH:2]2)[CH2:16][CH2:17]1, predict the reactants needed to synthesize it. The reactants are: [NH:1]1[CH:5]=[C:4]([C:6]2[CH:11]=[C:10]([C:12]#[N:13])[CH:9]=[CH:8][N:7]=2)[N:3]=[CH:2]1.Cl[CH:15]1[CH2:20][CH2:19][N:18]([CH3:21])[CH2:17][CH2:16]1. (3) Given the product [Cl:1][C:2]1[CH:7]=[CH:6][C:5]([NH:8][C:9]2[O:27][C:13]([CH2:14][O:15][C:16]3[CH:17]=[C:18]4[C:23](=[CH:24][CH:25]=3)[NH:22][C:21](=[O:26])[CH2:20][CH2:19]4)=[N:12][N:11]=2)=[CH:4][CH:3]=1, predict the reactants needed to synthesize it. The reactants are: [Cl:1][C:2]1[CH:7]=[CH:6][C:5]([NH:8][C:9]([NH:11][NH:12][C:13](=[O:27])[CH2:14][O:15][C:16]2[CH:17]=[C:18]3[C:23](=[CH:24][CH:25]=2)[NH:22][C:21](=[O:26])[CH2:20][CH2:19]3)=S)=[CH:4][CH:3]=1.CCN=C=NCCCN(C)C.Cl.